From a dataset of Peptide-MHC class II binding affinity with 134,281 pairs from IEDB. Regression. Given a peptide amino acid sequence and an MHC pseudo amino acid sequence, predict their binding affinity value. This is MHC class II binding data. (1) The peptide sequence is GELQNVDKIDAAFKI. The MHC is DRB1_1302 with pseudo-sequence DRB1_1302. The binding affinity (normalized) is 0.585. (2) The peptide sequence is EKKYFAATTFEPLAA. The MHC is HLA-DQA10501-DQB10201 with pseudo-sequence HLA-DQA10501-DQB10201. The binding affinity (normalized) is 0.536. (3) The binding affinity (normalized) is 0.370. The MHC is DRB5_0101 with pseudo-sequence DRB5_0101. The peptide sequence is QKQVQMMIMIKFMGV. (4) The peptide sequence is WLWYIKIFIMIVGGLIG. The MHC is DRB1_0301 with pseudo-sequence DRB1_0301. The binding affinity (normalized) is 0.0342. (5) The peptide sequence is MGAVTTEVAFGLVCA. The MHC is DRB3_0101 with pseudo-sequence DRB3_0101. The binding affinity (normalized) is 0.164. (6) The peptide sequence is WFPHKDMMPSEDGAE. The MHC is DRB1_0101 with pseudo-sequence DRB1_0101. The binding affinity (normalized) is 0.125. (7) The binding affinity (normalized) is 0.597. The MHC is DRB5_0101 with pseudo-sequence DRB5_0101. The peptide sequence is GCNRLKRMAVSGDDC.